The task is: Predict the reactants needed to synthesize the given product.. This data is from Full USPTO retrosynthesis dataset with 1.9M reactions from patents (1976-2016). (1) Given the product [CH2:22]([C:21]1[N:39]2[N:40]=[C:41]([CH3:43])[N:42]=[C:38]2[N:37]([CH:34]2[CH2:33][CH2:32][C:31]3([O:27][CH2:28][CH2:29][O:30]3)[CH2:36][CH2:35]2)[C:17](=[O:18])[C:16]=1[CH2:15][C:12]1[CH:11]=[CH:10][C:9]([C:4]2[C:3]([C:1]#[N:2])=[CH:8][CH:7]=[CH:6][CH:5]=2)=[CH:14][CH:13]=1)[CH2:23][CH2:24][CH3:25], predict the reactants needed to synthesize it. The reactants are: [C:1]([C:3]1[CH:8]=[CH:7][CH:6]=[CH:5][C:4]=1[C:9]1[CH:14]=[CH:13][C:12]([CH2:15][CH:16]([C:21](=O)[CH2:22][CH2:23][CH2:24][CH3:25])[C:17](OC)=[O:18])=[CH:11][CH:10]=1)#[N:2].[O:27]1[C:31]2([CH2:36][CH2:35][CH:34]([NH:37][C:38]3[NH:42][C:41]([CH3:43])=[N:40][N:39]=3)[CH2:33][CH2:32]2)[O:30][CH2:29][CH2:28]1.N12CCCN=C1CCCCC2.C(N(CC)C1C=CC=CC=1)C. (2) Given the product [NH2:1][C@@H:2]1[CH2:7][CH2:6][CH2:5][CH2:4][C@@H:3]1[NH:8][C:9]([C:11]1[N:12]=[C:13]([C:31]2[CH:36]=[CH:35][C:34]([Cl:37])=[CH:33][C:32]=2[Cl:38])[N:14]([C:17]2[CH:18]=[CH:19][C:20]([OH:23])=[CH:21][CH:22]=2)[C:15]=1[CH3:16])=[O:10], predict the reactants needed to synthesize it. The reactants are: [NH2:1][C@@H:2]1[CH2:7][CH2:6][CH2:5][CH2:4][C@@H:3]1[NH:8][C:9]([C:11]1[N:12]=[C:13]([C:31]2[CH:36]=[CH:35][C:34]([Cl:37])=[CH:33][C:32]=2[Cl:38])[N:14]([C:17]2[CH:22]=[CH:21][C:20]([O:23]CC3C=CC=CC=3)=[CH:19][CH:18]=2)[C:15]=1[CH3:16])=[O:10].CSC.B(F)(F)F.O. (3) Given the product [NH:16]1[C:17]2[CH:22]=[C:21]([C:23]3[NH:12][C:10]4[N:9]([N:8]=[C:7]([C:2]5[CH:3]=[CH:4][CH:5]=[CH:6][C:1]=5[CH3:13])[N:11]=4)[C:25](=[O:26])[CH:24]=3)[CH:20]=[CH:19][C:18]=2[N:14]=[N:15]1, predict the reactants needed to synthesize it. The reactants are: [C:1]1([CH3:13])[CH:6]=[CH:5][CH:4]=[CH:3][C:2]=1[C:7]1[N:11]=[C:10]([NH2:12])[NH:9][N:8]=1.[NH:14]1[C:18]2[CH:19]=[CH:20][C:21]([C:23](=O)[CH2:24][C:25](OCC)=[O:26])=[CH:22][C:17]=2[N:16]=[N:15]1.CC1C=CC(S(O)(=O)=O)=CC=1. (4) Given the product [CH3:1][O:2][C:3]1[CH:4]=[CH:5][C:6]([CH2:7][CH2:8][N:9]([S:16]([C:19]2[CH:24]=[CH:23][CH:22]=[C:21]([NH2:25])[CH:20]=2)(=[O:17])=[O:18])[CH2:10][CH2:11][C:12]([O:14][CH3:15])=[O:13])=[CH:28][CH:29]=1, predict the reactants needed to synthesize it. The reactants are: [CH3:1][O:2][C:3]1[CH:29]=[CH:28][C:6]([CH2:7][CH2:8][N:9]([S:16]([C:19]2[CH:24]=[CH:23][CH:22]=[C:21]([N+:25]([O-])=O)[CH:20]=2)(=[O:18])=[O:17])[CH2:10][CH2:11][C:12]([O:14][CH3:15])=[O:13])=[CH:5][CH:4]=1.C([O-])=O.[NH4+]. (5) Given the product [CH2:42]([O:49][C:50]([CH:52]1[CH2:57][CH2:56][N:55]([C:18](=[O:20])[CH2:17][CH2:16][C:10]2[CH:11]=[CH:12][CH:13]=[CH:14][CH:15]=2)[CH2:54][CH2:53]1)=[O:51])[C:43]1[CH:44]=[CH:45][CH:46]=[CH:47][CH:48]=1, predict the reactants needed to synthesize it. The reactants are: CCN(C(C)C)C(C)C.[C:10]1([CH2:16][CH2:17][C:18]([OH:20])=O)[CH:15]=[CH:14][CH:13]=[CH:12][CH:11]=1.C1C=CC2N(O)N=NC=2C=1.CCN=C=NCCCN(C)C.[CH2:42]([O:49][C:50]([CH:52]1[CH2:57][CH2:56][NH:55][CH2:54][CH2:53]1)=[O:51])[C:43]1[CH:48]=[CH:47][CH:46]=[CH:45][CH:44]=1. (6) Given the product [N:12]1[CH:13]=[CH:14][CH:15]=[CH:16][C:11]=1[C:7]1[C:6]([C:4]([OH:5])=[O:3])=[CH:10][O:9][N:8]=1, predict the reactants needed to synthesize it. The reactants are: C([O:3][C:4]([C:6]1[C:7]([C:11]2[CH:16]=[CH:15][CH:14]=[CH:13][N:12]=2)=[N:8][O:9][CH:10]=1)=[O:5])C.COC(=O)[C@@H](NC(C1C=NC(OCC2C(C3C=CC=CC=3)=NOC=2C)=CC=1)=O)CC1C=CC=CC=1. (7) Given the product [CH:1]1([NH:6][C:7]2[N:12]3[N:13]=[C:14]([C:23]4[CH:24]=[CH:25][N:26]=[CH:27][CH:28]=4)[C:15]([C:16]4[CH:17]=[CH:18][N:38]=[C:36]([NH:35][CH:30]5[CH2:34][CH2:33][CH2:32][CH2:31]5)[N:37]=4)=[C:11]3[CH:10]=[CH:9][CH:8]=2)[CH2:2][CH2:3][CH2:4][CH2:5]1, predict the reactants needed to synthesize it. The reactants are: [CH:1]1([NH:6][C:7]2[N:12]3[N:13]=[C:14]([C:23]4[CH:28]=[CH:27][N:26]=[CH:25][CH:24]=4)[C:15]([C:16](=O)[CH:17]=[CH:18]N(C)C)=[C:11]3[CH:10]=[CH:9][CH:8]=2)[CH2:5][CH2:4][CH2:3][CH2:2]1.Cl.[CH:30]1([NH:35][C:36]([NH2:38])=[NH:37])[CH2:34][CH2:33][CH2:32][CH2:31]1.CC(C)([O-])C.[K+].O.